From a dataset of Full USPTO retrosynthesis dataset with 1.9M reactions from patents (1976-2016). Predict the reactants needed to synthesize the given product. (1) The reactants are: C(OC([N:8]1[CH2:24][CH2:23][C:11]2[N:12]([CH3:22])[C:13]3[C:14]([S:20][CH3:21])=[C:15]([Cl:19])[CH:16]=[CH:17][C:18]=3[C:10]=2[CH2:9]1)=O)(C)(C)C.C(O)(C(F)(F)F)=O.C(Cl)Cl. Given the product [Cl:19][C:15]1[CH:16]=[CH:17][C:18]2[C:10]3[CH2:9][NH:8][CH2:24][CH2:23][C:11]=3[N:12]([CH3:22])[C:13]=2[C:14]=1[S:20][CH3:21], predict the reactants needed to synthesize it. (2) The reactants are: [C:1](Cl)(=[O:5])[C:2](Cl)=O.CS(C)=O.[C:11]([N:28](C(O)C)[CH2:29][CH2:30][CH2:31][CH2:32][CH2:33][CH2:34][CH2:35][CH2:36][CH2:37][CH3:38])([O:13][CH2:14][CH:15]1[C:27]2[C:22](=[CH:23][CH:24]=[CH:25][CH:26]=2)[C:21]2[C:16]1=[CH:17][CH:18]=[CH:19][CH:20]=2)=[O:12].C(N(CC)CC)C. Given the product [C:11]([N:28]([CH2:2][CH:1]=[O:5])[CH2:29][CH2:30][CH2:31][CH2:32][CH2:33][CH2:34][CH2:35][CH2:36][CH2:37][CH3:38])([O:13][CH2:14][CH:15]1[C:27]2[C:22](=[CH:23][CH:24]=[CH:25][CH:26]=2)[C:21]2[C:16]1=[CH:17][CH:18]=[CH:19][CH:20]=2)=[O:12], predict the reactants needed to synthesize it.